This data is from Catalyst prediction with 721,799 reactions and 888 catalyst types from USPTO. The task is: Predict which catalyst facilitates the given reaction. (1) Reactant: [CH:1]1[CH:6]=[C:5]([CH:7]=O)[C:4]([S:9]([O-:12])(=[O:11])=[O:10])=[CH:3][CH:2]=1.[Na+:13].[CH3:14][C:15]1[CH2:19][C:18](=[O:20])[N:17]([C:21]2[CH:26]=[CH:25][CH:24]=[CH:23][CH:22]=2)[N:16]=1.C(N(CC)CC)C. Product: [CH3:14][C:15]1[C:19](=[CH:7][C:5]2[CH:6]=[CH:1][CH:2]=[CH:3][C:4]=2[S:9]([O-:12])(=[O:11])=[O:10])[C:18](=[O:20])[N:17]([C:21]2[CH:26]=[CH:25][CH:24]=[CH:23][CH:22]=2)[N:16]=1.[Na+:13]. The catalyst class is: 8. (2) The catalyst class is: 129. Product: [NH2:21][C:18]1[CH:17]=[C:16]([NH:32][C:33]2[CH:38]=[N:37][CH:36]=[CH:35][N:34]=2)[C:15]([S:12]([NH:11][C:8]2[CH:9]=[CH:10][C:5]3[CH2:4][O:3][B:2]([OH:1])[C:6]=3[CH:7]=2)(=[O:13])=[O:14])=[N:20][CH:19]=1. Reactant: [OH:1][B:2]1[C:6]2[CH:7]=[C:8]([NH:11][S:12]([C:15]3[N:20]=[CH:19][C:18]([NH:21]C(=O)OCC4C=CC=CC=4)=[CH:17][C:16]=3[NH:32][C:33]3[CH:38]=[N:37][CH:36]=[CH:35][N:34]=3)(=[O:14])=[O:13])[CH:9]=[CH:10][C:5]=2[CH2:4][O:3]1. (3) Reactant: [Br:1][CH2:2][C:3]([C:5]1[CH:14]=[CH:13][C:12]2[C:7](=[CH:8][CH:9]=[CH:10][CH:11]=2)[CH:6]=1)=[O:4].[S:15]1[CH2:19][CH2:18][CH2:17][CH2:16]1. Product: [Br-:1].[CH:6]1[C:7]2[C:12](=[CH:11][CH:10]=[CH:9][CH:8]=2)[CH:13]=[CH:14][C:5]=1[C:3](=[O:4])[CH2:2][S+:15]1[CH2:19][CH2:18][CH2:17][CH2:16]1. The catalyst class is: 95. (4) Reactant: Br[CH2:2][C:3]1[CH:8]=[CH:7][C:6]([CH2:9][C:10]([OH:12])=[O:11])=[CH:5][CH:4]=1.[CH3:13][O-:14].[Na+]. Product: [CH3:13][O:14][CH2:2][C:3]1[CH:8]=[CH:7][C:6]([CH2:9][C:10]([OH:12])=[O:11])=[CH:5][CH:4]=1. The catalyst class is: 5.